Dataset: Catalyst prediction with 721,799 reactions and 888 catalyst types from USPTO. Task: Predict which catalyst facilitates the given reaction. (1) Reactant: [C:1]([CH:3]([CH:7]1[C:11]([Cl:12])=[C:10](Cl)C(=O)O1)[C:4]([NH2:6])=[O:5])#[N:2].Cl.[CH3:16][O:17][C:18]1[CH:19]=[CH:20][C:21]([S:26]([CH3:29])(=[O:28])=[O:27])=[C:22]([CH2:24][NH2:25])[CH:23]=1.C(=O)([O-])[O-].[K+].[K+].[OH-].[Na+]. The catalyst class is: 8. Product: [ClH:12].[Cl:12][C:11]1[CH:7]=[C:3]([C:4]([NH2:6])=[O:5])[C:1](=[NH:2])[N:25]([CH2:24][C:22]2[CH:23]=[C:18]([O:17][CH3:16])[CH:19]=[CH:20][C:21]=2[S:26]([CH3:29])(=[O:28])=[O:27])[CH:10]=1. (2) Reactant: [F:1][C:2]1[CH:7]=[CH:6][C:5]([NH:8][C:9]([C:11]2([C:14]([NH:16][C:17]3[CH:22]=[CH:21][C:20]([O:23][C:24]4[C:33]5[C:28](=[CH:29][C:30]([O:35][CH3:36])=[C:31]([OH:34])[CH:32]=5)[N:27]=[CH:26][CH:25]=4)=[C:19]([F:37])[CH:18]=3)=[O:15])[CH2:13][CH2:12]2)=[O:10])=[CH:4][CH:3]=1.O[CH2:39][CH2:40][CH2:41][N:42]([CH2:45][CH3:46])[CH2:43][CH3:44].C1(P(C2C=CC=CC=2)C2C=CC=CC=2)C=CC=CC=1.CC(OC(/N=N/C(OC(C)C)=O)=O)C. Product: [CH2:43]([N:42]([CH2:45][CH3:46])[CH2:41][CH2:40][CH2:39][O:34][C:31]1[CH:32]=[C:33]2[C:28](=[CH:29][C:30]=1[O:35][CH3:36])[N:27]=[CH:26][CH:25]=[C:24]2[O:23][C:20]1[CH:21]=[CH:22][C:17]([NH:16][C:14]([C:11]2([C:9]([NH:8][C:5]3[CH:6]=[CH:7][C:2]([F:1])=[CH:3][CH:4]=3)=[O:10])[CH2:12][CH2:13]2)=[O:15])=[CH:18][C:19]=1[F:37])[CH3:44]. The catalyst class is: 2. (3) Reactant: [CH3:1][C:2]([C:4]1[CH:9]=[C:8]([O:10][CH3:11])[C:7]([O:12][CH3:13])=[C:6]([O:14][CH3:15])[CH:5]=1)=[O:3].[F:16][C:17]1[CH:22]=[CH:21][C:20]([NH:23][C:24]2[N:31]=[CH:30][CH:29]=[CH:28][C:25]=2[CH:26]=O)=[CH:19][CH:18]=1.Cl. Product: [F:16][C:17]1[CH:22]=[CH:21][C:20]([NH:23][C:24]2[C:25](/[CH:26]=[CH:1]/[C:2]([C:4]3[CH:5]=[C:6]([O:14][CH3:15])[C:7]([O:12][CH3:13])=[C:8]([O:10][CH3:11])[CH:9]=3)=[O:3])=[CH:28][CH:29]=[CH:30][N:31]=2)=[CH:19][CH:18]=1. The catalyst class is: 5. (4) Reactant: [NH2:1][C:2]1[C:11]2[N:12]=[C:13]([CH2:38][O:39][CH2:40][CH3:41])[N:14]([CH2:15][CH2:16][CH2:17][N:18]([CH2:23][C:24]3[CH:25]=[C:26]([CH:35]=[CH:36][CH:37]=3)[O:27][CH2:28][C:29]([O:31][CH:32]([CH3:34])[CH3:33])=[O:30])[C:19](=[O:22])[CH2:20]Cl)[C:10]=2[C:9]2[CH:8]=[CH:7][CH:6]=[CH:5][C:4]=2[N:3]=1.[NH:42]([CH2:45][CH3:46])[CH2:43][CH3:44].N. Product: [NH2:1][C:2]1[C:11]2[N:12]=[C:13]([CH2:38][O:39][CH2:40][CH3:41])[N:14]([CH2:15][CH2:16][CH2:17][N:18]([CH2:23][C:24]3[CH:25]=[C:26]([CH:35]=[CH:36][CH:37]=3)[O:27][CH2:28][C:29]([O:31][CH:32]([CH3:34])[CH3:33])=[O:30])[C:19](=[O:22])[CH2:20][N:42]([CH2:45][CH3:46])[CH2:43][CH3:44])[C:10]=2[C:9]2[CH:8]=[CH:7][CH:6]=[CH:5][C:4]=2[N:3]=1. The catalyst class is: 23. (5) Reactant: [OH-].[Na+].[CH3:3][NH:4][C:5]1[N:10]=[C:9]([CH2:11][CH2:12][O:13][C:14]2[CH:15]=[CH:16][C:17]3[C:21]([CH2:22][CH2:23][C:24]([O-:26])=[O:25])=[CH:20][S:19][C:18]=3[CH:27]=2)[CH:8]=[CH:7][CH:6]=1.C1COCC1.Cl. Product: [CH3:3][NH:4][C:5]1[N:10]=[C:9]([CH2:11][CH2:12][O:13][C:14]2[CH:15]=[CH:16][C:17]3[C:21]([CH2:22][CH2:23][C:24]([OH:26])=[O:25])=[CH:20][S:19][C:18]=3[CH:27]=2)[CH:8]=[CH:7][CH:6]=1. The catalyst class is: 69. (6) Reactant: FC(F)(F)C(O)=O.FC(F)(F)C(O)=O.[NH2:15][CH2:16][C@H:17]1[CH2:22][CH2:21][C@H:20]([N:23]2[C:27]3=[C:28]4[S:34][CH:33]=[CH:32][C:29]4=[N:30][CH:31]=[C:26]3[N:25]=[C:24]2[C@H:35]([OH:37])[CH3:36])[CH2:19][CH2:18]1.C(N(CC)CC)C.Cl[C:46]([O:48][CH3:49])=[O:47]. Product: [OH:37][C@@H:35]([C:24]1[N:23]([C@H:20]2[CH2:21][CH2:22][C@H:17]([CH2:16][NH:15][C:46](=[O:47])[O:48][CH3:49])[CH2:18][CH2:19]2)[C:27]2=[C:28]3[S:34][CH:33]=[CH:32][C:29]3=[N:30][CH:31]=[C:26]2[N:25]=1)[CH3:36]. The catalyst class is: 2. (7) Reactant: Br[C:2]1[N:6]2[N:7]=[C:8]([NH:11][CH2:12][CH2:13][CH2:14][CH3:15])[CH:9]=[CH:10][C:5]2=[N:4][CH:3]=1.[CH3:16][O:17][C:18]([C:20]1[CH:25]=[CH:24][C:23](B(O)O)=[CH:22][CH:21]=1)=[O:19].C(=O)([O-])[O-].[K+].[K+]. Product: [CH2:12]([NH:11][C:8]1[CH:9]=[CH:10][C:5]2[N:6]([C:2]([C:23]3[CH:24]=[CH:25][C:20]([C:18]([O:17][CH3:16])=[O:19])=[CH:21][CH:22]=3)=[CH:3][N:4]=2)[N:7]=1)[CH2:13][CH2:14][CH3:15]. The catalyst class is: 543. (8) Reactant: [CH3:1][N:2]1[CH2:15][CH2:14][C:13]2[C:12]3[CH:11]=[C:10]([CH3:16])[CH:9]=[CH:8][C:7]=3[NH:6][C:5]=2[CH2:4][CH2:3]1.N1CCC[C@H]1C(O)=O.[O-]P([O-])([O-])=O.[K+].[K+].[K+].Br[CH:34]=[C:35]([C:37]1[CH:42]=[CH:41][C:40]([Cl:43])=[CH:39][C:38]=1[Cl:44])[CH3:36]. Product: [Cl:44][C:38]1[CH:39]=[C:40]([Cl:43])[CH:41]=[CH:42][C:37]=1/[C:35](/[CH3:36])=[CH:34]\[N:6]1[C:7]2[CH:8]=[CH:9][C:10]([CH3:16])=[CH:11][C:12]=2[C:13]2[CH2:14][CH2:15][N:2]([CH3:1])[CH2:3][CH2:4][C:5]1=2. The catalyst class is: 122. (9) Reactant: [NH2:1][C:2]1[C:3]([C:7](Cl)=[N:8][OH:9])=[N:4][O:5][N:6]=1.Cl.Cl.[NH2:13][CH2:14][CH2:15][NH:16][S:17]([CH3:20])(=[O:19])=[O:18].C(N(CC)CC)C. Product: [NH2:1][C:2]1[C:3]([C:7](=[N:8][OH:9])[NH:13][CH2:14][CH2:15][NH:16][S:17]([CH3:20])(=[O:19])=[O:18])=[N:4][O:5][N:6]=1. The catalyst class is: 8. (10) Reactant: [NH2:1][C:2]1[C:3]([F:17])=[C:4]([CH:13]=[CH:14][C:15]=1[F:16])[O:5][CH2:6][C:7]([O:9][CH:10]([CH3:12])[CH3:11])=[O:8].[Br:18][C:19]1[CH:24]=[C:23]([CH3:25])[CH:22]=[C:21]([CH2:26]Br)[CH:20]=1.C([O-])([O-])=O.[K+].[K+]. Product: [Br:18][C:19]1[CH:20]=[C:21]([CH2:26][NH:1][C:2]2[C:3]([F:17])=[C:4]([CH:13]=[CH:14][C:15]=2[F:16])[O:5][CH2:6][C:7]([O:9][CH:10]([CH3:12])[CH3:11])=[O:8])[CH:22]=[C:23]([CH3:25])[CH:24]=1. The catalyst class is: 58.